Predict the reactants needed to synthesize the given product. From a dataset of Full USPTO retrosynthesis dataset with 1.9M reactions from patents (1976-2016). (1) Given the product [Cl:1][C:2]1[CH:7]=[C:6]([CH:5]=[C:4]([CH3:9])[CH:3]=1)[CH2:8][Br:17], predict the reactants needed to synthesize it. The reactants are: [Cl:1][C:2]1[CH:3]=[C:4]([CH3:9])[CH:5]=[C:6]([CH3:8])[CH:7]=1.C1C(=O)N([Br:17])C(=O)C1. (2) Given the product [Cl:2][C:3]1[N:8]=[C:7]([O:12][CH3:11])[C:6]([F:10])=[CH:5][N:4]=1, predict the reactants needed to synthesize it. The reactants are: [Na].[Cl:2][C:3]1[N:8]=[C:7](Cl)[C:6]([F:10])=[CH:5][N:4]=1.[CH3:11][OH:12]. (3) Given the product [CH2:11]([N:13]1[C:25]2[CH:24]=[CH:23][C:22]([CH:26]=[N:2][NH2:3])=[CH:21][C:20]=2[C:19]2[C:14]1=[CH:15][CH:16]=[CH:17][CH:18]=2)[CH3:12], predict the reactants needed to synthesize it. The reactants are: O.[NH2:2][NH2:3].C(N(CC)CC)C.[CH2:11]([N:13]1[C:25]2[CH:24]=[CH:23][C:22]([CH:26]=O)=[CH:21][C:20]=2[C:19]2[C:14]1=[CH:15][CH:16]=[CH:17][CH:18]=2)[CH3:12]. (4) Given the product [OH:30][CH2:15][CH2:16][NH:37][C:38]1[CH:39]=[C:40]([CH:58]=[C:59]([C:61]([F:64])([F:62])[F:63])[CH:60]=1)[C:41]([N:43]([CH3:57])[C:44]1[CH:45]=[N:46][CH:47]=[CH:48][C:49]=1[C:50]1[CH:55]=[CH:54][CH:53]=[CH:52][C:51]=1[CH3:56])=[O:42], predict the reactants needed to synthesize it. The reactants are: ClC1C=CC=CC=1C1C=CN=CC=1N(CCS(C)(=O)=O)[C:15](=[O:30])[C:16]1C=C(C(F)(F)F)C=C(C(F)(F)F)C=1.[NH2:37][C:38]1[CH:39]=[C:40]([CH:58]=[C:59]([C:61]([F:64])([F:63])[F:62])[CH:60]=1)[C:41]([N:43]([CH3:57])[C:44]1[CH:45]=[N:46][CH:47]=[CH:48][C:49]=1[C:50]1[CH:55]=[CH:54][CH:53]=[CH:52][C:51]=1[CH3:56])=[O:42].BrCCO. (5) Given the product [Si:22]([O:17][C:15]1[CH:14]=[CH:13][C:11]2[N:12]=[C:8]([C:5]3[CH:4]=[CH:3][C:2]([NH2:1])=[N:7][CH:6]=3)[O:9][C:10]=2[CH:16]=1)([C:18]([CH3:21])([CH3:20])[CH3:19])([CH3:24])[CH3:23], predict the reactants needed to synthesize it. The reactants are: [NH2:1][C:2]1[N:7]=[CH:6][C:5]([C:8]2[O:9][C:10]3[CH:16]=[C:15]([OH:17])[CH:14]=[CH:13][C:11]=3[N:12]=2)=[CH:4][CH:3]=1.[C:18]([Si:22](Cl)([CH3:24])[CH3:23])([CH3:21])([CH3:20])[CH3:19].N1C=CN=C1. (6) Given the product [C:59]([O:58][C:56]([N:52]1[CH2:53][CH2:54][CH2:55][C@H:51]1[C:49]1[NH:48][C:47]2[CH:63]=[C:43]([C:9]3[CH:10]=[CH:11][C:12]([C:15]4[CH:16]=[CH:17][C:18]([C:21]5[NH:25][C:24]([C@@H:26]6[CH2:30][CH2:29][CH2:28][N:27]6[C:31]([O:33][CH2:34][C:35]6[CH:40]=[CH:39][CH:38]=[CH:37][CH:36]=6)=[O:32])=[N:23][CH:22]=5)=[CH:19][CH:20]=4)=[CH:13][CH:14]=3)[CH:44]=[CH:45][C:46]=2[N:50]=1)=[O:57])([CH3:62])([CH3:60])[CH3:61], predict the reactants needed to synthesize it. The reactants are: CC1(C)C(C)(C)OB([C:9]2[CH:14]=[CH:13][C:12]([C:15]3[CH:20]=[CH:19][C:18]([C:21]4[NH:25][C:24]([C@@H:26]5[CH2:30][CH2:29][CH2:28][N:27]5[C:31]([O:33][CH2:34][C:35]5[CH:40]=[CH:39][CH:38]=[CH:37][CH:36]=5)=[O:32])=[N:23][CH:22]=4)=[CH:17][CH:16]=3)=[CH:11][CH:10]=2)O1.Br[C:43]1[CH:44]=[CH:45][C:46]2[N:50]=[C:49]([C@@H:51]3[CH2:55][CH2:54][CH2:53][N:52]3[C:56]([O:58][C:59]([CH3:62])([CH3:61])[CH3:60])=[O:57])[NH:48][C:47]=2[CH:63]=1.C(=O)([O-])[O-].[K+].[K+]. (7) Given the product [Cl:50][C:46]1[CH:45]=[C:44]2[NH:43][C:42](=[O:51])[C@@:41]3([C@H:25]([CH2:26][C:27]([C:30]#[N:31])([CH3:29])[CH3:28])[NH:24][C@@H:23]([C:22]([NH:21][C:18]4[CH:19]=[CH:20][C:15]([C:14]([O:13][CH3:12])=[O:35])=[CH:16][C:17]=4[O:33][CH3:34])=[O:32])[C@@H:40]3[C:39]3[CH:52]=[CH:53][CH:54]=[C:37]([Cl:36])[C:38]=3[F:55])[C:49]2=[CH:48][CH:47]=1, predict the reactants needed to synthesize it. The reactants are: C1CCN2C(=NCCC2)CC1.[CH3:12][O:13][C:14](=[O:35])[C:15]1[CH:20]=[CH:19][C:18]([NH:21][C:22](=[O:32])[CH2:23][N:24]=[CH:25][CH2:26][C:27]([C:30]#[N:31])([CH3:29])[CH3:28])=[C:17]([O:33][CH3:34])[CH:16]=1.[Cl:36][C:37]1[C:38]([F:55])=[C:39]([CH:52]=[CH:53][CH:54]=1)/[CH:40]=[C:41]1/[C:42](=[O:51])[NH:43][C:44]2[C:49]/1=[CH:48][CH:47]=[C:46]([Cl:50])[CH:45]=2. (8) Given the product [C:1]([C:3]1[N:4]([CH2:21][C:22]([NH:38][CH2:37][CH2:36][C:30]2[CH:31]=[CH:32][C:33]([O:34][CH3:35])=[C:28]([O:27][CH2:25][CH3:26])[CH:29]=2)=[O:23])[C:5]([C:8]2[CH:9]=[CH:10][C:11]3[NH:16][C:15](=[O:17])[O:14][C:13]([CH3:18])([CH3:19])[C:12]=3[CH:20]=2)=[CH:6][CH:7]=1)#[N:2], predict the reactants needed to synthesize it. The reactants are: [C:1]([C:3]1[N:4]([CH2:21][C:22](O)=[O:23])[C:5]([C:8]2[CH:9]=[CH:10][C:11]3[NH:16][C:15](=[O:17])[O:14][C:13]([CH3:19])([CH3:18])[C:12]=3[CH:20]=2)=[CH:6][CH:7]=1)#[N:2].[CH2:25]([O:27][C:28]1[CH:29]=[C:30]([CH2:36][CH2:37][NH2:38])[CH:31]=[CH:32][C:33]=1[O:34][CH3:35])[CH3:26].C(N(C(C)C)CC)(C)C.F[P-](F)(F)(F)(F)F.N1(OC(N(C)C)=[N+](C)C)C2N=CC=CC=2N=N1. (9) The reactants are: [CH2:1]=[C:2]([CH2:5][CH2:6][CH3:7])[CH:3]=[O:4].[CH2:8]1[CH:12]2[CH:13]3C=CC([CH:11]2C=[CH:9]1)C3. Given the product [CH2:5]([C:2]1([CH:3]=[O:4])[CH2:11][CH:12]2[CH2:13][CH:1]1[CH:9]=[CH:8]2)[CH2:6][CH3:7], predict the reactants needed to synthesize it. (10) Given the product [N:4]1([C:16]([C@@H:15]([NH:19][C:20]([C:22]2[CH:27]=[CH:26][C:25]([C:28]3[CH:29]=[N:30][C:31]4[N:32]([C:34]([C:37]5([C:40]6[CH:41]=[C:42]7[C:47](=[CH:48][CH:49]=6)[N:46]=[CH:45][CH:44]=[CH:43]7)[CH2:39][CH2:38]5)=[CH:35][N:36]=4)[CH:33]=3)=[CH:24][N:23]=2)=[O:21])[C:14]([CH3:50])([CH3:13])[CH3:51])=[O:17])[CH2:5][CH2:9][CH2:8]1, predict the reactants needed to synthesize it. The reactants are: C([N:4]([CH2:8][CH3:9])[CH:5](C)C)(C)C.Cl.Cl.Cl.[CH3:13][C:14]([CH3:51])([CH3:50])[C@H:15]([NH:19][C:20]([C:22]1[CH:27]=[CH:26][C:25]([C:28]2[CH:29]=[N:30][C:31]3[N:32]([C:34]([C:37]4([C:40]5[CH:41]=[C:42]6[C:47](=[CH:48][CH:49]=5)[N:46]=[CH:45][CH:44]=[CH:43]6)[CH2:39][CH2:38]4)=[CH:35][N:36]=3)[CH:33]=2)=[CH:24][N:23]=1)=[O:21])[C:16](O)=[O:17].F[P-](F)(F)(F)(F)F.N1(O[P+](N(C)C)(N(C)C)N(C)C)C2C=CC=CC=2N=N1.Cl.N1CCC1.